Dataset: Full USPTO retrosynthesis dataset with 1.9M reactions from patents (1976-2016). Task: Predict the reactants needed to synthesize the given product. (1) Given the product [F:21][C:19]([F:22])([F:20])[C:14]1[CH:15]=[CH:16][CH:17]=[CH:18][C:13]=1[O:12][CH:9]1[CH2:8][CH2:7][N:6]([C:2]2[S:1][C:5]([S:28]([OH:30])(=[O:29])=[O:27])=[CH:4][N:3]=2)[CH2:11][CH2:10]1, predict the reactants needed to synthesize it. The reactants are: [S:1]1[CH:5]=[CH:4][N:3]=[C:2]1[N:6]1[CH2:11][CH2:10][CH:9]([O:12][C:13]2[CH:18]=[CH:17][CH:16]=[CH:15][C:14]=2[C:19]([F:22])([F:21])[F:20])[CH2:8][CH2:7]1.C[Si]([O:27][S:28](Cl)(=[O:30])=[O:29])(C)C. (2) The reactants are: [NH:1]1[C:9]2[CH2:8][CH2:7][CH2:6][C:5](=[O:10])[C:4]=2[CH:3]=[CH:2]1.[OH-].[Na+].Cl[CH2:14][CH2:15][N:16]1[CH2:21][CH2:20][N:19]([C:22]2[CH:27]=[CH:26][C:25]([Cl:28])=[C:24]([Cl:29])[CH:23]=2)[CH2:18][CH2:17]1.C(OCC)(=O)C.ClCCl. Given the product [Cl:29][C:24]1[CH:23]=[C:22]([N:19]2[CH2:18][CH2:17][N:16]([CH2:15][CH2:14][N:1]3[C:9]4[CH2:8][CH2:7][CH2:6][C:5](=[O:10])[C:4]=4[CH:3]=[CH:2]3)[CH2:21][CH2:20]2)[CH:27]=[CH:26][C:25]=1[Cl:28], predict the reactants needed to synthesize it. (3) Given the product [Cl:13][CH2:12][CH2:11][CH2:10][O:8][C:5]1[CH:6]=[CH:7][C:2]([I:1])=[CH:3][CH:4]=1, predict the reactants needed to synthesize it. The reactants are: [I:1][C:2]1[CH:7]=[CH:6][C:5]([OH:8])=[CH:4][CH:3]=1.Br[CH2:10][CH2:11][CH2:12][Cl:13].C(=O)([O-])[O-].[K+].[K+]. (4) Given the product [Br:33][CH2:26][C:20]1[CH:19]=[C:18]2[C:23](=[CH:22][C:21]=1[O:24][CH3:25])[N:14]([C@@H:10]([CH:11]([CH3:13])[CH3:12])[CH2:9][O:8][Si:1]([C:4]([CH3:7])([CH3:5])[CH3:6])([CH3:3])[CH3:2])[CH:15]=[C:16]([C:28]([O:30][CH2:31][CH3:32])=[O:29])[C:17]2=[O:27], predict the reactants needed to synthesize it. The reactants are: [Si:1]([O:8][CH2:9][C@@H:10]([N:14]1[C:23]2[C:18](=[CH:19][C:20]([CH3:26])=[C:21]([O:24][CH3:25])[CH:22]=2)[C:17](=[O:27])[C:16]([C:28]([O:30][CH2:31][CH3:32])=[O:29])=[CH:15]1)[CH:11]([CH3:13])[CH3:12])([C:4]([CH3:7])([CH3:6])[CH3:5])([CH3:3])[CH3:2].[Br:33]N1C(=O)CCC1=O.N(C(C)(C)C#N)=NC(C)(C)C#N.